From a dataset of Full USPTO retrosynthesis dataset with 1.9M reactions from patents (1976-2016). Predict the reactants needed to synthesize the given product. (1) Given the product [NH2:1][C:2]1[N:11]=[C:10]([CH2:12][CH3:13])[C:9]2[C:8](=[N:34][OH:35])[CH2:7][CH:6]([C:15]3[CH:20]=[CH:19][C:18]([F:21])=[CH:17][CH:16]=3)[CH2:5][C:4]=2[N:3]=1, predict the reactants needed to synthesize it. The reactants are: [NH2:1][C:2]1[N:11]=[C:10]([CH2:12][CH3:13])[C:9]2[C:8](=O)[CH2:7][CH:6]([C:15]3[CH:20]=[CH:19][C:18]([F:21])=[CH:17][CH:16]=3)[CH2:5][C:4]=2[N:3]=1.NC1N=C(C)C2C(=[N:34][OH:35])CC(C3C=CC(F)=CC=3)CC=2N=1. (2) Given the product [CH3:19][S:20]([O:6][CH2:5][CH2:4][CH2:3][C:2]([F:11])([F:1])[C:7]([F:8])([F:9])[F:10])(=[O:22])=[O:21], predict the reactants needed to synthesize it. The reactants are: [F:1][C:2]([F:11])([C:7]([F:10])([F:9])[F:8])[CH2:3][CH2:4][CH2:5][OH:6].C(N(CC)CC)C.[CH3:19][S:20](Cl)(=[O:22])=[O:21]. (3) Given the product [N:28]([CH2:31][CH2:32][O:33][CH2:34][CH2:35][O:36][CH2:37][CH2:38][O:39][CH2:40][CH2:41][NH:42][C:14](=[O:17])[NH:15][NH:16][C:2]([O:4][CH2:5][CH3:10])=[O:3])=[N+:29]=[N-:30], predict the reactants needed to synthesize it. The reactants are: Cl[C:2]([O:4][C:5]1[CH:10]=CC([N+]([O-])=O)=CC=1)=[O:3].[C:14](OCC)(=[O:17])[NH:15][NH2:16].CCN(CC)CC.[N:28]([CH2:31][CH2:32][O:33][CH2:34][CH2:35][O:36][CH2:37][CH2:38][O:39][CH2:40][CH2:41][NH2:42])=[N+:29]=[N-:30]. (4) Given the product [NH2:14][CH:2]1[C:12](=[O:13])[NH:11][C:10]2[CH:9]=[CH:8][CH:7]=[CH:6][NH:5][C:4]=2[CH2:3]1, predict the reactants needed to synthesize it. The reactants are: I[CH:2]1[C:12](=[O:13])[NH:11][C:10]2[CH:9]=[CH:8][CH:7]=[CH:6][NH:5][C:4]=2[CH2:3]1.[NH3:14].